This data is from HIV replication inhibition screening data with 41,000+ compounds from the AIDS Antiviral Screen. The task is: Binary Classification. Given a drug SMILES string, predict its activity (active/inactive) in a high-throughput screening assay against a specified biological target. (1) The drug is CC1c2ccc3c(c2C2(O)CC4CCC1N2C4)CC1C3CC(O)C2CC(O)CCC21C. The result is 0 (inactive). (2) The molecule is COc1ccccc1N=NC(C(=O)c1ccccc1)C(=O)c1ccccc1. The result is 0 (inactive). (3) The molecule is Br.CCN1C(=O)C(=CNc2ccccc2)SC1=NNc1nc(-c2ccc([N+](=O)[O-])cc2)cs1. The result is 0 (inactive). (4) The drug is CCCCn1c2c(c3ccccc3c1=O)C(=O)c1ccccc1-2. The result is 0 (inactive). (5) The molecule is CCOC(=O)CCCN(c1sc(C)c(-c2ccccc2)c1C(=O)OCC)S(=O)(=O)c1ccc(C)cc1. The result is 0 (inactive). (6) The compound is COC1=CC(=O)c2c(cc3c(c2O)-c2c(OC)cc4cc5c(c(O)c4c2OC(=O)CC(C)(O)C3)C(=O)CC(C)(O)C5)C1=O. The result is 0 (inactive). (7) The molecule is CCOC(=O)C(Cc1ccccc1)P(=O)(OCC)OCC. The result is 0 (inactive). (8) The drug is C[Si](C)(OCCS(=O)(=O)O)C1S(=O)(=O)OCCOS1(=O)=O.[NaH]. The result is 0 (inactive).